This data is from Catalyst prediction with 721,799 reactions and 888 catalyst types from USPTO. The task is: Predict which catalyst facilitates the given reaction. (1) Reactant: [CH2:1]([N:5]([CH3:19])[C:6]1[C:15]2[C:10](=[CH:11][CH:12]=[C:13]([C:16]([OH:18])=O)[CH:14]=2)[CH:9]=[CH:8][N:7]=1)[CH2:2][CH2:3][CH3:4].C(N(CC)C(C)C)(C)C.CN(C(ON1N=NC2C=CC=CC1=2)=[N+](C)C)C.F[P-](F)(F)(F)(F)F.[NH2:53][C@@H:54]([CH2:68][C:69]1[CH:74]=[C:73]([F:75])[CH:72]=[C:71]([F:76])[CH:70]=1)[C@H:55]([OH:67])[CH2:56][NH:57][CH2:58][C:59]1[CH:64]=[CH:63][CH:62]=[C:61]([CH2:65][CH3:66])[CH:60]=1. Product: [CH2:1]([N:5]([CH3:19])[C:6]1[C:15]2[C:10](=[CH:11][CH:12]=[C:13]([C:16]([NH:53][C@@H:54]([CH2:68][C:69]3[CH:70]=[C:71]([F:76])[CH:72]=[C:73]([F:75])[CH:74]=3)[C@H:55]([OH:67])[CH2:56][NH:57][CH2:58][C:59]3[CH:64]=[CH:63][CH:62]=[C:61]([CH2:65][CH3:66])[CH:60]=3)=[O:18])[CH:14]=2)[CH:9]=[CH:8][N:7]=1)[CH2:2][CH2:3][CH3:4]. The catalyst class is: 2. (2) Reactant: [OH-].[Li+].[CH3:3][C:4]([C:6]1[C:7]([OH:13])=[CH:8][CH:9]=[CH:10][C:11]=1[OH:12])=[O:5].[CH3:14][O:15][C:16]1[CH:17]=[C:18]([CH:22]=[CH:23][C:24]=1[O:25][CH3:26])[C:19](Cl)=O.Cl. Product: [CH3:14][O:15][C:16]1[CH:17]=[C:18]([CH:22]=[CH:23][C:24]=1[O:25][CH3:26])[C:19]1[O:13][C:7]2[C:6]([C:4](=[O:5])[CH:3]=1)=[C:11]([OH:12])[CH:10]=[CH:9][CH:8]=2. The catalyst class is: 1. (3) Reactant: CC(C)([O-])C.[K+].[C:7]([O:11][C:12](=[O:22])[CH2:13]P(OCC)(OCC)=O)([CH3:10])([CH3:9])[CH3:8].O=[C:24]1[CH2:27][N:26]([C:28]([O:30][C:31]([CH3:34])([CH3:33])[CH3:32])=[O:29])[CH2:25]1. The catalyst class is: 54. Product: [C:7]([O:11][C:12](=[O:22])[CH:13]=[C:24]1[CH2:25][N:26]([C:28]([O:30][C:31]([CH3:34])([CH3:33])[CH3:32])=[O:29])[CH2:27]1)([CH3:8])([CH3:9])[CH3:10]. (4) Reactant: [Br:1][C:2]1[CH:7]=[CH:6][C:5]([OH:8])=[C:4]([N+:9]([O-:11])=[O:10])[CH:3]=1.[CH:12]1(O)[CH2:16][CH2:15][CH2:14][CH2:13]1.C1C=CC(P(C2C=CC=CC=2)C2C=CC=CC=2)=CC=1.CC(OC(/N=N/C(OC(C)C)=O)=O)C. Product: [Br:1][C:2]1[CH:7]=[CH:6][C:5]([O:8][CH:12]2[CH2:16][CH2:15][CH2:14][CH2:13]2)=[C:4]([N+:9]([O-:11])=[O:10])[CH:3]=1. The catalyst class is: 1. (5) Reactant: C(OC(=O)[NH:7][C@@H:8]1[CH2:12][CH2:11][N:10]([C:13]([C:15]2[C:16]3[CH:30]=[N:29][NH:28][C:17]=3[N:18]=[C:19]([C:21]3[CH:26]=[CH:25][C:24]([OH:27])=[CH:23][CH:22]=3)[CH:20]=2)=[O:14])[CH2:9]1)(C)(C)C.O. Product: [NH2:7][C@@H:8]1[CH2:12][CH2:11][N:10]([C:13]([C:15]2[CH:20]=[C:19]([C:21]3[CH:22]=[CH:23][C:24]([OH:27])=[CH:25][CH:26]=3)[N:18]=[C:17]3[NH:28][N:29]=[CH:30][C:16]=23)=[O:14])[CH2:9]1. The catalyst class is: 89. (6) Reactant: [C:1]([C:3]1[CH:29]=[CH:28][C:6]([CH2:7][NH:8][CH2:9][C@@H:10]([OH:27])[C@@H:11]([NH:19][C:20](=[O:26])[O:21][C:22]([CH3:25])([CH3:24])[CH3:23])[CH2:12][CH:13]2[CH2:18][CH2:17][CH2:16][CH2:15][CH2:14]2)=[CH:5][CH:4]=1)#[N:2].[C:30](ON1C(=O)CCC1=O)([O:32][CH2:33][CH2:34][Si:35]([CH3:38])([CH3:37])[CH3:36])=[O:31].CCN(CC)CC. Product: [C:1]([C:3]1[CH:4]=[CH:5][C:6]([CH2:7][N:8]([CH2:9][C@@H:10]([OH:27])[C@@H:11]([NH:19][C:20](=[O:26])[O:21][C:22]([CH3:25])([CH3:23])[CH3:24])[CH2:12][CH:13]2[CH2:18][CH2:17][CH2:16][CH2:15][CH2:14]2)[C:30]([O:32][CH2:33][CH2:34][Si:35]([CH3:38])([CH3:37])[CH3:36])=[O:31])=[CH:28][CH:29]=1)#[N:2]. The catalyst class is: 2. (7) Reactant: N[C:2]1[CH:3]=NC2C([C:11]=1NCC(N(C(C)C)C(N)=O)(C)C)=CC=C(OCC1C=CC=CC=1)C=2.[CH2:32]([O:39][C:40]1[CH:41]=[CH:42][C:43]2[C:44]3[N:52]([CH2:53][C:54]([N:57](C(C)C)[C:58]([NH2:60])=[O:59])([CH3:56])[CH3:55])[C:51]([CH2:64][O:65][CH2:66][CH3:67])=[N:50][C:45]=3[CH:46]=[N:47][C:48]=2[CH:49]=1)[C:33]1[CH:38]=[CH:37][CH:36]=[CH:35][CH:34]=1. Product: [CH2:32]([O:39][C:40]1[CH:41]=[CH:42][C:43]2[C:44]3[N:52]([CH2:53][C:54]([NH:57][C:58]([NH:60][CH:2]([CH3:3])[CH3:11])=[O:59])([CH3:55])[CH3:56])[C:51]([CH2:64][O:65][CH2:66][CH3:67])=[N:50][C:45]=3[CH:46]=[N:47][C:48]=2[CH:49]=1)[C:33]1[CH:34]=[CH:35][CH:36]=[CH:37][CH:38]=1. The catalyst class is: 11. (8) Reactant: [CH:1]([O:4][CH2:5][C:6]#[N:7])([CH3:3])[CH3:2].[CH3:8][C:9]1[CH:14]=[C:13]([CH3:15])[CH:12]=[CH:11][C:10]=1[Mg]Br.CO.[BH4-].[Na+]. Product: [CH3:8][C:9]1[CH:14]=[C:13]([CH3:15])[CH:12]=[CH:11][C:10]=1[CH:6]([NH2:7])[CH2:5][O:4][CH:1]([CH3:3])[CH3:2]. The catalyst class is: 20. (9) Reactant: [Cl:1][C:2]1[CH:7]=[CH:6][C:5]([C:8]2[C:9]3[CH2:10][CH2:11][N:12]([CH3:23])[CH2:13][C:14]=3[C:15]3[NH:20][C:19](=[O:21])[C:18](=O)[C:16]=3[CH:17]=2)=[CH:4][CH:3]=1.Cl.[NH2:25][OH:26]. Product: [ClH:1].[Cl:1][C:2]1[CH:7]=[CH:6][C:5]([C:8]2[C:9]3[CH2:10][CH2:11][N:12]([CH3:23])[CH2:13][C:14]=3[C:15]3[NH:20][C:19](=[O:21])[C:18](=[N:25][OH:26])[C:16]=3[CH:17]=2)=[CH:4][CH:3]=1. The catalyst class is: 8. (10) Reactant: [O:1]=[C:2]=[N:3][C@H:4]([C:8]([O:10][CH3:11])=[O:9])[CH:5]([CH3:7])[CH3:6].[CH3:12][C:13]([NH2:19])([CH2:15][CH2:16][CH:17]=[CH2:18])[CH3:14]. Product: [CH3:12][C:13]([NH:19][C:2]([NH:3][C@H:4]([C:8]([O:10][CH3:11])=[O:9])[CH:5]([CH3:6])[CH3:7])=[O:1])([CH3:14])[CH2:15][CH2:16][CH:17]=[CH2:18]. The catalyst class is: 1.